Task: Predict the reaction yield, written as a fraction of the theoretical maximum amount of product (1.0 means a 100% yield; for example, 0.34 means a 34% yield).. Dataset: Reaction yield outcomes from USPTO patents with 853,638 reactions (1) The reactants are [Li]CCCC.C(NC(C)C)(C)C.[Br:13][C:14]1[CH:19]=[CH:18][C:17]([NH2:20])=[C:16]([F:21])[CH:15]=1.Cl[C:23]1[C:28]([C:29]([OH:31])=[O:30])=[CH:27][N:26]=[C:25]([Cl:32])[C:24]=1[F:33]. The catalyst is C1COCC1. The product is [Br:13][C:14]1[CH:19]=[CH:18][C:17]([NH:20][C:23]2[C:28]([C:29]([OH:31])=[O:30])=[CH:27][N:26]=[C:25]([Cl:32])[C:24]=2[F:33])=[C:16]([F:21])[CH:15]=1. The yield is 0.720. (2) The reactants are [Cl:1][C:2]1[N:7]=[C:6]([CH2:8][C:9]([C:11]2[C:12]([F:29])=[C:13]([NH:17][S:18]([C:21]3[C:26]([F:27])=[CH:25][CH:24]=[CH:23][C:22]=3[F:28])(=[O:20])=[O:19])[CH:14]=[CH:15][CH:16]=2)=O)[CH:5]=[CH:4][N:3]=1.ClCCl.BrN1C(=O)CCC1=O.[CH3:41][C:42]([CH3:47])([CH3:46])[C:43](=[S:45])[NH2:44]. The catalyst is C(OCC)(=O)C.O. The product is [Cl:1][C:2]1[N:7]=[C:6]([C:8]2[S:45][C:43]([C:42]([CH3:47])([CH3:46])[CH3:41])=[N:44][C:9]=2[C:11]2[C:12]([F:29])=[C:13]([NH:17][S:18]([C:21]3[C:26]([F:27])=[CH:25][CH:24]=[CH:23][C:22]=3[F:28])(=[O:20])=[O:19])[CH:14]=[CH:15][CH:16]=2)[CH:5]=[CH:4][N:3]=1. The yield is 0.800. (3) The reactants are [C:1]([O:5][C:6]([NH:8][C@@H:9]([CH2:13][CH2:14][CH2:15][C:16]([CH3:21])([N+:18]([O-:20])=[O:19])[CH3:17])[C:10]([OH:12])=[O:11])=[O:7])([CH3:4])([CH3:3])[CH3:2].[CH3:22]OC(OC)N(C)C. The catalyst is ClCCl. The product is [C:1]([O:5][C:6]([NH:8][C@@H:9]([CH2:13][CH2:14][CH2:15][C:16]([CH3:21])([N+:18]([O-:20])=[O:19])[CH3:17])[C:10]([O:12][CH3:22])=[O:11])=[O:7])([CH3:4])([CH3:2])[CH3:3]. The yield is 0.620. (4) The reactants are [C:1]([NH:4][C:5]([CH:26]1[CH2:31][CH2:30][N:29](C(OCC2C=CC=CC=2)=O)[CH2:28][CH2:27]1)([CH2:13][CH2:14][CH2:15][CH2:16][B:17]1[O:21][C:20]([CH3:23])([CH3:22])[C:19]([CH3:25])([CH3:24])[O:18]1)[C:6]([NH:8][C:9]([CH3:12])([CH3:11])[CH3:10])=[O:7])(=[O:3])[CH3:2].C(OCC)(=O)C. The catalyst is CO.CCCCCCC.[Pd]. The product is [C:1]([NH:4][C:5]([CH:26]1[CH2:31][CH2:30][NH:29][CH2:28][CH2:27]1)([CH2:13][CH2:14][CH2:15][CH2:16][B:17]1[O:18][C:19]([CH3:24])([CH3:25])[C:20]([CH3:23])([CH3:22])[O:21]1)[C:6]([NH:8][C:9]([CH3:12])([CH3:10])[CH3:11])=[O:7])(=[O:3])[CH3:2]. The yield is 0.960. (5) The reactants are [H-].[Na+].[Br:3][C:4]1[CH:9]=[CH:8][C:7]([C:10]2([OH:14])[CH2:13][CH2:12][CH2:11]2)=[CH:6][CH:5]=1.[CH3:15]I. The catalyst is CN(C=O)C. The product is [Br:3][C:4]1[CH:5]=[CH:6][C:7]([C:10]2([O:14][CH3:15])[CH2:13][CH2:12][CH2:11]2)=[CH:8][CH:9]=1. The yield is 0.750. (6) The reactants are [F:1][C:2]1[CH:10]=[C:9]2[C:5]([C:6]([C:18]3[CH:19]=[CH:20][C:21]4[S:25](=[O:27])(=[O:26])[NH:24][CH:23]([CH3:28])[C:22]=4[CH:29]=3)=[CH:7][N:8]2[C:11]([O:13][C:14]([CH3:17])([CH3:16])[CH3:15])=[O:12])=[CH:4][CH:3]=1.Cl.Cl[CH2:32][C:33]1[CH:38]=[CH:37][CH:36]=[CH:35][N:34]=1.CC(C)([O-])C.[K+]. The catalyst is O1CCOCC1.CN(C=O)C.C1COCC1. The product is [F:1][C:2]1[CH:10]=[C:9]2[C:5]([C:6]([C:18]3[CH:19]=[CH:20][C:21]4[S:25](=[O:26])(=[O:27])[N:24]([CH2:32][C:33]5[CH:38]=[CH:37][CH:36]=[CH:35][N:34]=5)[CH:23]([CH3:28])[C:22]=4[CH:29]=3)=[CH:7][N:8]2[C:11]([O:13][C:14]([CH3:17])([CH3:16])[CH3:15])=[O:12])=[CH:4][CH:3]=1. The yield is 0.550. (7) The reactants are [Cl:1][C:2]1[CH:15]=[CH:14][C:5]([CH2:6][N:7]2[CH2:12][CH2:11][CH:10]([NH2:13])[CH2:9][CH2:8]2)=[CH:4][CH:3]=1.CCN(CC)CC.Br[CH2:24][CH2:25][CH2:26][OH:27]. The catalyst is CN(C=O)C. The product is [Cl:1][C:2]1[CH:3]=[CH:4][C:5]([CH2:6][N:7]2[CH2:8][CH2:9][CH:10]([NH:13][CH2:24][CH2:25][CH2:26][OH:27])[CH2:11][CH2:12]2)=[CH:14][CH:15]=1. The yield is 0.540. (8) The product is [OH:21][C:22]([CH3:26])([CH2:11][CH2:12][CH2:13][CH2:14][CH2:15][CH2:16][CH3:17])[CH:23]=[CH2:24]. The yield is 0.720. No catalyst specified. The reactants are [I-].C[S+](C)C.[Li]CCCC.[CH3:11][C:12](=O)[CH2:13][CH2:14][CH2:15][CH2:16][CH2:17]CC.[OH2:21].[CH2:22]1[CH2:26]O[CH2:24][CH2:23]1. (9) The reactants are [CH2:1]1[CH2:6][C@H:5]([C:7]([OH:9])=[O:8])[CH2:4][CH2:3][C@H:2]1[CH2:10][NH2:11].[CH3:12][CH:13]([CH3:31])[C:14]([O:16][CH:17]([O:20][C:21](ON1C(=O)CCC1=O)=[O:22])[CH2:18][CH3:19])=[O:15]. The catalyst is CC(OC)(C)C.CC(C)=O.O. The product is [CH3:31][CH:13]([CH3:12])[C:14]([O:16][CH:17]([O:20][C:21]([NH:11][CH2:10][C@H:2]1[CH2:3][CH2:4][C@H:5]([C:7]([OH:9])=[O:8])[CH2:6][CH2:1]1)=[O:22])[CH2:18][CH3:19])=[O:15]. The yield is 0.990. (10) The reactants are [H-].[Na+].[CH3:3][O:4][CH2:5][CH2:6][OH:7].[I:8][C:9]1[CH:14]=[C:13]([N+]([O-])=O)[CH:12]=[C:11]([N+:18]([O-:20])=[O:19])[CH:10]=1.O. The catalyst is CC(N(C)C)=O. The product is [I:8][C:9]1[CH:10]=[C:11]([N+:18]([O-:20])=[O:19])[CH:12]=[C:13]([O:7][CH2:6][CH2:5][O:4][CH3:3])[CH:14]=1. The yield is 0.590.